Dataset: Full USPTO retrosynthesis dataset with 1.9M reactions from patents (1976-2016). Task: Predict the reactants needed to synthesize the given product. (1) Given the product [OH:23][C:16]1[C:15]([CH2:14][NH:13][C:11]([C:10]2[C:5]3[CH:4]=[N:3][C:2]([O:34][CH3:33])=[N:7][C:6]=3[N:8]([C@@H:25]([C:27]3[CH:32]=[CH:31][CH:30]=[CH:29][CH:28]=3)[CH3:26])[C:9]=2[CH3:24])=[O:12])=[C:20]([CH3:21])[CH:19]=[C:18]([CH3:22])[N:17]=1, predict the reactants needed to synthesize it. The reactants are: Cl[C:2]1[N:3]=[CH:4][C:5]2[C:10]([C:11]([NH:13][CH2:14][C:15]3[C:16]([OH:23])=[N:17][C:18]([CH3:22])=[CH:19][C:20]=3[CH3:21])=[O:12])=[C:9]([CH3:24])[N:8]([C@@H:25]([C:27]3[CH:32]=[CH:31][CH:30]=[CH:29][CH:28]=3)[CH3:26])[C:6]=2[N:7]=1.[CH3:33][O-:34].[Na+]. (2) Given the product [CH2:23]([NH:24][C:10]([C@@H:9]([NH:8][C:6](=[O:7])[O:5][C:2]([CH3:1])([CH3:3])[CH3:4])[CH2:13][CH:14]=[CH2:15])=[O:12])[CH:22]=[CH2:21], predict the reactants needed to synthesize it. The reactants are: [CH3:1][C:2]([O:5][C:6]([NH:8][C@@H:9]([CH2:13][CH:14]=[CH2:15])[C:10]([OH:12])=O)=[O:7])([CH3:4])[CH3:3].C(Cl)CCl.C[CH:21]=[CH:22][CH2:23][NH2:24]. (3) Given the product [CH:9]1([N:12]([CH3:22])[S:13]([NH:16][C:20]2[CH:19]=[C:40]3[C:35](=[CH:36][CH:37]=2)[N:34]=[C:33]([NH:32][C@H:23]2[C:31]4[C:26](=[CH:27][CH:28]=[CH:29][CH:30]=4)[CH2:25][CH2:24]2)[CH:42]=[CH:41]3)(=[O:14])=[O:15])[CH2:10][CH2:11]1, predict the reactants needed to synthesize it. The reactants are: FC(F)(F)S([O-])(=O)=O.[CH:9]1([N:12]([CH3:22])[S:13]([N:16]2[CH:20]=[CH:19][N+](C)=C2)(=[O:15])=[O:14])[CH2:11][CH2:10]1.[C@H:23]1([NH:32][C:33]2[CH:42]=[CH:41][C:40]3[C:35](=[CH:36][CH:37]=C(N)C=3)[N:34]=2)[C:31]2[C:26](=[CH:27][CH:28]=[CH:29][CH:30]=2)[CH2:25][CH2:24]1. (4) Given the product [N:24]1([C:2]2[CH:3]=[C:4]3[C:8](=[CH:9][CH:10]=2)[NH:7][CH:6]=[CH:5]3)[CH2:31][CH2:30][CH2:29][CH2:25]1, predict the reactants needed to synthesize it. The reactants are: Br[C:2]1[CH:3]=[C:4]2[C:8](=[CH:9][CH:10]=1)[N:7](C(OC(C)(C)C)=O)[CH:6]=[CH:5]2.C([O-])([O-])=O.[Cs+].[Cs+].[NH:24]1[CH2:31][CH2:30][CH2:29][C@H:25]1C(O)=O.N1CCCC1. (5) Given the product [N+:8]([C:5]1[CH:6]=[CH:7][C:2]([N:11]2[CH2:16][CH2:15][O:14][CH2:13][CH2:12]2)=[CH:3][CH:4]=1)([O-:10])=[O:9], predict the reactants needed to synthesize it. The reactants are: Cl[C:2]1[CH:7]=[CH:6][C:5]([N+:8]([O-:10])=[O:9])=[CH:4][CH:3]=1.[NH:11]1[CH2:16][CH2:15][O:14][CH2:13][CH2:12]1.[O-]P([O-])([O-])=O.[K+].[K+].[K+]. (6) Given the product [ClH:56].[CH2:38]([N:19]([CH2:1][CH2:2][CH2:3][CH2:4][CH2:5][CH2:6][CH2:7][CH2:8][CH2:9][CH2:10][CH2:11][CH2:12][CH2:13][CH2:14][CH2:15][CH2:16][CH2:17][CH3:18])[C:20](=[O:37])[CH2:21][O:22][C:23](=[O:36])[CH2:24][NH2:25])[CH2:39][CH2:40][CH2:41][CH2:42][CH2:43][CH2:44][CH2:45][CH2:46][CH2:47][CH2:48][CH2:49][CH2:50][CH2:51][CH2:52][CH2:53][CH2:54][CH3:55], predict the reactants needed to synthesize it. The reactants are: [CH2:1]([N:19]([CH2:38][CH2:39][CH2:40][CH2:41][CH2:42][CH2:43][CH2:44][CH2:45][CH2:46][CH2:47][CH2:48][CH2:49][CH2:50][CH2:51][CH2:52][CH2:53][CH2:54][CH3:55])[C:20](=[O:37])[CH2:21][O:22][C:23](=[O:36])[CH2:24][NH:25]C(OCC1C=CC=CC=1)=O)[CH2:2][CH2:3][CH2:4][CH2:5][CH2:6][CH2:7][CH2:8][CH2:9][CH2:10][CH2:11][CH2:12][CH2:13][CH2:14][CH2:15][CH2:16][CH2:17][CH3:18].[ClH:56].CO.